From a dataset of Forward reaction prediction with 1.9M reactions from USPTO patents (1976-2016). Predict the product of the given reaction. Given the reactants [CH3:1][C:2]1[C:6]([C:7]2[CH:16]=[C:15]3[C:10]([C:11]([NH:20][CH:21]([C:23]4[CH:24]=[N:25][N:26]([CH3:28])[CH:27]=4)[CH3:22])=[C:12]([N+:17]([O-])=O)[CH:13]=[N:14]3)=[CH:9][C:8]=2[O:29][CH3:30])=[C:5]([CH3:31])[O:4][N:3]=1.[H][H], predict the reaction product. The product is: [CH3:1][C:2]1[C:6]([C:7]2[CH:16]=[C:15]3[C:10]([C:11]([NH:20][CH:21]([C:23]4[CH:24]=[N:25][N:26]([CH3:28])[CH:27]=4)[CH3:22])=[C:12]([NH2:17])[CH:13]=[N:14]3)=[CH:9][C:8]=2[O:29][CH3:30])=[C:5]([CH3:31])[O:4][N:3]=1.